From a dataset of Catalyst prediction with 721,799 reactions and 888 catalyst types from USPTO. Predict which catalyst facilitates the given reaction. Reactant: [CH:1]1[C:6](N=C=S)=[CH:5][C:4]2[C:10]([O:12][C:13]3([C:23]4[CH:24]=[CH:25][C:26]([OH:28])=[CH:27][C:22]=4[O:21][C:15]4[CH:16]=[C:17]([OH:20])[CH:18]=[CH:19][C:14]3=4)[C:3]=2[CH:2]=1)=[O:11].CCN(C(C)C)C(C)C. Product: [CH:1]1[CH:6]=[CH:5][C:4]([C:10]([OH:12])=[O:11])=[C:3]([C:13]2[C:14]3[CH:19]=[CH:18][C:17]([OH:20])=[CH:16][C:15]=3[O:21][C:22]3[C:23]=2[CH:24]=[CH:25][C:26]([CH:27]=3)=[O:28])[CH:2]=1. The catalyst class is: 3.